From a dataset of Catalyst prediction with 721,799 reactions and 888 catalyst types from USPTO. Predict which catalyst facilitates the given reaction. (1) The catalyst class is: 2. Product: [CH:14]1([NH:20][S:2]([C:5]2[CH:6]=[C:7]([CH:11]=[CH:12][CH:13]=2)[C:8]([OH:10])=[O:9])(=[O:4])=[O:3])[CH2:19][CH2:18][CH2:17][CH2:16][CH2:15]1. Reactant: Cl[S:2]([C:5]1[CH:6]=[C:7]([CH:11]=[CH:12][CH:13]=1)[C:8]([OH:10])=[O:9])(=[O:4])=[O:3].[CH:14]1([NH2:20])[CH2:19][CH2:18][CH2:17][CH2:16][CH2:15]1. (2) Reactant: N#N.C([O:6][C@@H:7]1[C@@H:12]([O:13]C(=O)C)[C@H:11]([CH2:17][O:18]C(=O)C)[O:10][C@H:9]([O:22][C:23]2[CH:28]=[CH:27][C:26](Br)=[CH:25][C:24]=2[CH3:30])[C@@H:8]1CC([O-])=O)(=O)C.[CH3:35][O:36][C:37]([C:39]1[CH:40]=[C:41](B(O)O)[CH:42]=[CH:43][CH:44]=1)=[O:38].C([O-])([O-])=[O:49].[Cs+].[Cs+]. Product: [CH3:30][C:24]1[CH:25]=[C:26]([C:41]2[CH:40]=[C:39]([CH:44]=[CH:43][CH:42]=2)[C:37]([O:36][CH3:35])=[O:38])[CH:27]=[CH:28][C:23]=1[O:22][C@@H:9]1[C@H:8]([OH:49])[C@@H:7]([OH:6])[C@H:12]([OH:13])[C@H:11]([CH2:17][OH:18])[O:10]1. The catalyst class is: 38.